This data is from Catalyst prediction with 721,799 reactions and 888 catalyst types from USPTO. The task is: Predict which catalyst facilitates the given reaction. (1) Reactant: C[Si]([N-][Si](C)(C)C)(C)C.[Li+].[CH2:11]([C@H:18]1[CH2:22][O:21][C:20](=[O:23])[N:19]1[C:24](=[O:35])[CH2:25][O:26][C:27]1[CH:32]=[CH:31][C:30]([F:33])=[C:29]([CH3:34])[CH:28]=1)[C:12]1[CH:17]=[CH:16][CH:15]=[CH:14][CH:13]=1.[CH2:36](I)[CH:37]=[CH2:38].[NH4+].[Cl-]. Product: [CH2:11]([C@H:18]1[CH2:22][O:21][C:20](=[O:23])[N:19]1[C:24](=[O:35])[C@H:25]([O:26][C:27]1[CH:32]=[CH:31][C:30]([F:33])=[C:29]([CH3:34])[CH:28]=1)[CH2:38][CH:37]=[CH2:36])[C:12]1[CH:17]=[CH:16][CH:15]=[CH:14][CH:13]=1. The catalyst class is: 1. (2) The catalyst class is: 714. Reactant: [ClH:1].Cl.Cl.[C:4]([C:7]1[CH:8]=[C:9](/[CH:13]=[CH:14]/[CH2:15][N:16]([CH2:30][CH2:31][CH2:32][C:33]([O:35][CH2:36][CH3:37])=[O:34])[C:17]2[CH:22]=[CH:21][C:20]([O:23][CH:24]3[CH2:29][CH2:28][NH:27][CH2:26][CH2:25]3)=[CH:19][CH:18]=2)[CH:10]=[CH:11][CH:12]=1)(=[NH:6])[NH2:5].Cl.[C:39](=[NH:44])(OCC)[CH3:40].C(N(CC)CC)C.Cl. Product: [ClH:1].[ClH:1].[ClH:1].[C:39]([N:27]1[CH2:28][CH2:29][CH:24]([O:23][C:20]2[CH:21]=[CH:22][C:17]([N:16]([CH2:30][CH2:31][CH2:32][C:33]([O:35][CH2:36][CH3:37])=[O:34])[CH2:15]/[CH:14]=[CH:13]/[C:9]3[CH:10]=[CH:11][CH:12]=[C:7]([C:4](=[NH:5])[NH2:6])[CH:8]=3)=[CH:18][CH:19]=2)[CH2:25][CH2:26]1)(=[NH:44])[CH3:40]. (3) Reactant: [NH2:1][CH2:2][CH2:3][NH:4][S:5]([C:8]1[CH:9]=[C:10]([CH:27]=[CH:28][CH:29]=1)[CH2:11][NH:12][C:13]([C:15]1[CH:16]=[N:17][C:18]([C:21]2[CH:26]=[CH:25][CH:24]=[CH:23][CH:22]=2)=[N:19][CH:20]=1)=[O:14])(=[O:7])=[O:6].P([O-])([O-])([O-])=O.[K+].[K+].[K+].[CH:38]1[C:43]([C:44](O)=[O:45])=[CH:42][C:41]2[C:47]([O:49][C:50]3([C:60]4[CH:61]=[CH:62][C:63]([OH:65])=[CH:64][C:59]=4[O:58][C:52]4[CH:53]=[C:54]([OH:57])[CH:55]=[CH:56][C:51]3=4)[C:40]=2[CH:39]=1)=[O:48]. Product: [OH:57][C:54]1[CH:53]=[C:52]2[C:51](=[CH:56][CH:55]=1)[C:50]([C:40]1[CH:39]=[CH:38][C:43]([C:44](=[O:45])[NH:1][CH2:2][CH2:3][NH:4][S:5]([C:8]3[CH:29]=[CH:28][CH:27]=[C:10]([CH2:11][NH:12][C:13]([C:15]4[CH:20]=[N:19][C:18]([C:21]5[CH:22]=[CH:23][CH:24]=[CH:25][CH:26]=5)=[N:17][CH:16]=4)=[O:14])[CH:9]=3)(=[O:6])=[O:7])=[CH:42][C:41]=1[C:47]([OH:49])=[O:48])=[C:60]1[C:59](=[CH:64][C:63](=[O:65])[CH:62]=[CH:61]1)[O:58]2. The catalyst class is: 9. (4) Reactant: [CH3:1][C:2]1[O:6][C:5]([CH2:7][NH2:8])=[CH:4][CH:3]=1.Cl.CC1OC(CN)=CC=1.[CH:18]1[N:23]=[C:22](Cl)[C:21]2[N:25]=[CH:26][N:27]([C@@H:28]3[O:32][C@H:31]([CH2:33][OH:34])[C@@H:30]([OH:35])[C@H:29]3[OH:36])[C:20]=2[N:19]=1.C(N(CC)CC)C. Product: [CH3:1][C:2]1[O:6][C:5]([CH2:7][NH:8][C:22]2[C:21]3[N:25]=[CH:26][N:27]([C:20]=3[N:19]=[CH:18][N:23]=2)[C@@H:28]2[O:32][C@H:31]([CH2:33][OH:34])[C@@H:30]([OH:35])[C@H:29]2[OH:36])=[CH:4][CH:3]=1. The catalyst class is: 259. (5) Reactant: [CH3:1][S:2]([C:5]1[CH:6]=[C:7]2[C:11](=[CH:12][CH:13]=1)[N:10]([CH2:14][C:15]1[CH:20]=[CH:19][C:18]([CH:21]3[CH2:26][CH2:25][N:24]([C:27]#[N:28])[CH2:23][CH2:22]3)=[CH:17][N:16]=1)[CH:9]=[CH:8]2)(=[O:4])=[O:3].[NH2:29][OH:30]. Product: [OH:30][NH:29][C:27]([N:24]1[CH2:23][CH2:22][CH:21]([C:18]2[CH:19]=[CH:20][C:15]([CH2:14][N:10]3[C:11]4[C:7](=[CH:6][C:5]([S:2]([CH3:1])(=[O:3])=[O:4])=[CH:13][CH:12]=4)[CH:8]=[CH:9]3)=[N:16][CH:17]=2)[CH2:26][CH2:25]1)=[NH:28]. The catalyst class is: 8. (6) Reactant: [CH3:1][C:2]1[CH:7]=[CH:6][C:5]([NH:8][C:9](=[O:20])[C:10]2[CH:15]=[CH:14][CH:13]=[C:12]([C:16]([F:19])([F:18])[F:17])[CH:11]=2)=[CH:4][C:3]=1[NH:21][C:22]([C:24]1[C:25]([NH2:32])=[N:26][C:27]([S:30][CH3:31])=[N:28][CH:29]=1)=[O:23].C(N(C(C)C)CC)(C)C.Cl[C:43](Cl)([O:45]C(=O)OC(Cl)(Cl)Cl)Cl. Product: [CH3:1][C:2]1[CH:7]=[CH:6][C:5]([NH:8][C:9](=[O:20])[C:10]2[CH:15]=[CH:14][CH:13]=[C:12]([C:16]([F:18])([F:19])[F:17])[CH:11]=2)=[CH:4][C:3]=1[N:21]1[C:22](=[O:23])[C:24]2[C:25](=[N:26][C:27]([S:30][CH3:31])=[N:28][CH:29]=2)[NH:32][C:43]1=[O:45]. The catalyst class is: 225. (7) Reactant: [CH3:1][C:2]1[CH:10]=[C:9]([CH3:11])[CH:8]=[C:7]([CH3:12])[C:3]=1[C:4]([OH:6])=O.CN(C(ON1N=NC2C=CC=NC1=2)=[N+](C)C)C.F[P-](F)(F)(F)(F)F.C[O:38][C:39](=[O:70])[CH:40]([NH2:69])[CH2:41][C:42]1[CH:47]=[CH:46][C:45]([N:48]2[CH2:53][CH2:52][CH:51]([CH2:54][N:55](C(OC(C)(C)C)=O)[C:56]3[CH:61]=[CH:60][CH:59]=[CH:58][N:57]=3)[CH2:50][CH2:49]2)=[CH:44][CH:43]=1.CCN(C(C)C)C(C)C. Product: [N:57]1[CH:58]=[CH:59][CH:60]=[CH:61][C:56]=1[NH:55][CH2:54][CH:51]1[CH2:52][CH2:53][N:48]([C:45]2[CH:44]=[CH:43][C:42]([CH2:41][CH:40]([NH:69][C:4](=[O:6])[C:3]3[C:7]([CH3:12])=[CH:8][C:9]([CH3:11])=[CH:10][C:2]=3[CH3:1])[C:39]([OH:70])=[O:38])=[CH:47][CH:46]=2)[CH2:49][CH2:50]1. The catalyst class is: 39. (8) Reactant: [C:1]([O:11][C:12]([CH3:15])([CH3:14])[CH3:13])(=[O:10])[CH2:2][C:3]([O:5][C:6]([CH3:9])([CH3:8])[CH3:7])=[O:4].C(=O)([O-])[O-].[K+].[K+].Cl[CH2:23][C:24]1[N:25]=[C:26]([C:30]2[CH:39]=[CH:38][C:33]([C:34]([O:36][CH3:37])=[O:35])=[CH:32][CH:31]=2)[O:27][C:28]=1[CH3:29]. Product: [C:12]([O:11][C:1](=[O:10])[CH:2]([C:3]([O:5][C:6]([CH3:7])([CH3:8])[CH3:9])=[O:4])[CH2:23][C:24]1[N:25]=[C:26]([C:30]2[CH:39]=[CH:38][C:33]([C:34]([O:36][CH3:37])=[O:35])=[CH:32][CH:31]=2)[O:27][C:28]=1[CH3:29])([CH3:15])([CH3:14])[CH3:13]. The catalyst class is: 9. (9) Product: [N:15]([C:9]1[C:10](=[O:14])[O:11][C:12]2[C:7]([CH:8]=1)=[CH:6][CH:5]=[C:4]([N:3]([CH2:1][CH3:2])[CH2:16][CH3:17])[CH:13]=2)=[N+:27]=[N-:28]. Reactant: [CH2:1]([N:3]([CH2:16][CH3:17])[C:4]1[CH:13]=[C:12]2[C:7]([CH:8]=[C:9]([NH2:15])[C:10](=[O:14])[O:11]2)=[CH:6][CH:5]=1)[CH3:2].N([O-])=O.[Na+].C([O-])(=O)C.[K+].[N-:27]=[N+:28]=[N-].[Na+]. The catalyst class is: 126.